Dataset: Forward reaction prediction with 1.9M reactions from USPTO patents (1976-2016). Task: Predict the product of the given reaction. (1) Given the reactants [CH3:1][CH:2]([C:21]1[CH:22]=[C:23]([CH:25]=[CH:26][CH:27]=1)[NH2:24])[CH2:3][N:4]1[CH2:9][CH2:8][N:7]([C:10]2[CH:19]=[CH:18][CH:17]=[C:16]3[C:11]=2[CH:12]=[CH:13][C:14]([CH3:20])=[N:15]3)[CH2:6][CH2:5]1.[CH3:28][C:29]1[S:30][C:31]([C:35](O)=[O:36])=[C:32]([CH3:34])[N:33]=1, predict the reaction product. The product is: [CH3:28][C:29]1[S:30][C:31]([C:35]([NH:24][C:23]2[CH:25]=[CH:26][CH:27]=[C:21]([CH:2]([CH3:1])[CH2:3][N:4]3[CH2:5][CH2:6][N:7]([C:10]4[CH:19]=[CH:18][CH:17]=[C:16]5[C:11]=4[CH:12]=[CH:13][C:14]([CH3:20])=[N:15]5)[CH2:8][CH2:9]3)[CH:22]=2)=[O:36])=[C:32]([CH3:34])[N:33]=1. (2) Given the reactants Br[CH2:2][C:3]1[CH:8]=[CH:7][CH:6]=[C:5]([CH2:9][Br:10])[N:4]=1.[O:11]1[CH2:15][CH2:14][C@H:13]([OH:16])[CH2:12]1, predict the reaction product. The product is: [Br:10][CH2:9][C:5]1[CH:6]=[CH:7][CH:8]=[C:3]([CH2:2][O:16][C@H:13]2[CH2:14][CH2:15][O:11][CH2:12]2)[N:4]=1. (3) The product is: [C:38]([O:42][C@@H:43]([C:49]1[C:67]([CH3:68])=[CH:66][C:52]2[N:53]=[C:54]([C:56]3[CH:61]=[CH:60][N:59]4[C:62]([CH3:65])=[N:63][N:64]=[C:58]4[CH:57]=3)[S:55][C:51]=2[C:50]=1[C:69]1[CH:70]=[CH:71][C:72]([Cl:75])=[CH:73][CH:74]=1)[C:44]([OH:46])=[O:45])([CH3:41])([CH3:39])[CH3:40]. Given the reactants C(O[C@@H](C1C(C)=CC2N=C(C3C=C4C(C(C)=NN4C)=CC=3)SC=2C=1C1C=CC(Cl)=CC=1)C(O)=O)(C)(C)C.[C:38]([O:42][C@@H:43]([C:49]1[C:67]([CH3:68])=[CH:66][C:52]2[N:53]=[C:54]([C:56]3[CH:61]=[CH:60][N:59]4[C:62]([CH3:65])=[N:63][N:64]=[C:58]4[CH:57]=3)[S:55][C:51]=2[C:50]=1[C:69]1[CH:74]=[CH:73][C:72]([Cl:75])=[CH:71][CH:70]=1)[C:44]([O:46]CC)=[O:45])([CH3:41])([CH3:40])[CH3:39], predict the reaction product. (4) Given the reactants [H-].[Al+3].[Li+].[H-].[H-].[H-].[CH3:7][C@@H:8]1[C:14]2[C:15]([CH2:17][C@H:18]([CH3:19])[C:13]=2[CH2:12][C@H:11]([C:20]([CH3:22])=[CH2:21])[CH2:10][CH2:9]1)=[O:16].[OH-].[Na+].[O-]S([O-])(=O)=O.[Mg+2], predict the reaction product. The product is: [CH3:19][C@@H:18]1[C:13]2[CH2:12][C@H:11]([C:20]([CH3:22])=[CH2:21])[CH2:10][CH2:9][C@H:8]([CH3:7])[C:14]=2[C@H:15]([OH:16])[CH2:17]1.[CH3:19][C@@H:18]1[C:13]2[CH2:12][C@H:11]([C:20]([CH3:22])=[CH2:21])[CH2:10][CH2:9][C@H:8]([CH3:7])[C:14]=2[C@@H:15]([OH:16])[CH2:17]1. (5) Given the reactants [Br:1][C:2]1[CH:7]=[CH:6][C:5]([CH3:8])=[CH:4][N:3]=1.Br[N:10]1C(=O)CCC1=O.N(C(CC)(C)C#N)=NC(CC)(C)C#N.N(C(C)(C)C#N)=NC(C)(C)C#N.BrC1C=CC(CBr)=CN=1.C1N2CN3CN(C2)CN1C3, predict the reaction product. The product is: [Br:1][C:2]1[N:3]=[CH:4][C:5]([CH2:8][NH2:10])=[CH:6][CH:7]=1. (6) Given the reactants [Cl:1][C:2]1[CH:3]=[C:4]([C:15]2[N:20]=[C:19]([CH3:21])[N:18]=[C:17]([N:22](CC3C=CC(OC)=CC=3)CC3C=CC(OC)=CC=3)[N:16]=2)[C:5]([NH:8][CH:9]2[CH2:14][CH2:13][O:12][CH2:11][CH2:10]2)=[N:6][CH:7]=1.C(O)(C(F)(F)F)=O.S(O)(C(F)(F)F)(=O)=O, predict the reaction product. The product is: [Cl:1][C:2]1[CH:3]=[C:4]([C:15]2[N:20]=[C:19]([CH3:21])[N:18]=[C:17]([NH2:22])[N:16]=2)[C:5]([NH:8][CH:9]2[CH2:14][CH2:13][O:12][CH2:11][CH2:10]2)=[N:6][CH:7]=1. (7) Given the reactants [F:1][C:2]([F:38])([F:37])[CH2:3][O:4][C:5]([N:7]1[CH2:13][CH:12]([NH:14]C(OC(C)(C)C)=O)[C:11](=[O:22])[N:10]([CH2:23][CH2:24][O:25][CH2:26][C:27]2[CH:32]=[CH:31][CH:30]=[CH:29][CH:28]=2)[C:9]2[CH:33]=[CH:34][CH:35]=[CH:36][C:8]1=2)=[O:6].[ClH:39], predict the reaction product. The product is: [ClH:39].[F:38][C:2]([F:1])([F:37])[CH2:3][O:4][C:5]([N:7]1[CH2:13][C@H:12]([NH2:14])[C:11](=[O:22])[N:10]([CH2:23][CH2:24][O:25][CH2:26][C:27]2[CH:28]=[CH:29][CH:30]=[CH:31][CH:32]=2)[C:9]2[CH:33]=[CH:34][CH:35]=[CH:36][C:8]1=2)=[O:6]. (8) The product is: [Cl:1][C:2]1[CH:3]=[C:4]([C:10]2[CH:15]=[CH:14][C:13]([C:16]([OH:25])([C:21]([F:24])([F:23])[F:22])[C:17]([F:20])([F:19])[F:18])=[CH:12][CH:11]=2)[CH:5]=[CH:6][C:7]=1[CH2:8][N:36]1[CH2:37][CH2:38][N:33]([CH2:32][C:29]2[CH:28]=[CH:27][N:26]=[CH:31][CH:30]=2)[CH2:34][CH2:35]1. Given the reactants [Cl:1][C:2]1[CH:3]=[C:4]([C:10]2[CH:15]=[CH:14][C:13]([C:16]([OH:25])([C:21]([F:24])([F:23])[F:22])[C:17]([F:20])([F:19])[F:18])=[CH:12][CH:11]=2)[CH:5]=[CH:6][C:7]=1[CH:8]=O.[N:26]1[CH:31]=[CH:30][C:29]([CH2:32][N:33]2[CH2:38][CH2:37][NH:36][CH2:35][CH2:34]2)=[CH:28][CH:27]=1.C(=O)C1C=CN=CC=1, predict the reaction product.